From a dataset of Full USPTO retrosynthesis dataset with 1.9M reactions from patents (1976-2016). Predict the reactants needed to synthesize the given product. (1) Given the product [C:35]([O:39][C:33](=[O:18])[NH:30][C:3]1[CH:7]=[CH:8][N:9]=[CH:10][C:2]=1[Cl:1])([CH3:38])([CH3:37])[CH3:36], predict the reactants needed to synthesize it. The reactants are: [Cl:1][C:2]1[CH:10]=[N:9][CH:8]=[CH:7][C:3]=1C(O)=O.C1(P(N=[N+]=[N-])(C2C=CC=CC=2)=[O:18])C=CC=CC=1.C([N:30]([CH2:33]C)CC)C.[C:35]([OH:39])([CH3:38])([CH3:37])[CH3:36]. (2) Given the product [CH3:9][O:10][C:11]([C:13]1[C:21]2[CH:20]=[C:19]([CH2:22][Br:1])[O:18][C:17]=2[C:16]([O:23][CH3:24])=[CH:15][CH:14]=1)=[O:12], predict the reactants needed to synthesize it. The reactants are: [Br:1]N1C(=O)CCC1=O.[CH3:9][O:10][C:11]([C:13]1[C:21]2[CH:20]=[C:19]([CH3:22])[O:18][C:17]=2[C:16]([O:23][CH3:24])=[CH:15][CH:14]=1)=[O:12]. (3) Given the product [CH2:2]([O:4][C:5]1[CH:6]=[C:7]([C@@H:13]2[C@H:18]([NH:19][C:27]([C:26]3[CH:25]=[C:24]([CH:32]=[CH:31][CH:30]=3)[C:22]([O:21][CH3:20])=[O:23])=[O:28])[CH2:17][CH2:16][S:15][CH2:14]2)[CH:8]=[CH:9][C:10]=1[O:11][CH3:12])[CH3:3], predict the reactants needed to synthesize it. The reactants are: Cl.[CH2:2]([O:4][C:5]1[CH:6]=[C:7]([C@@H:13]2[C@H:18]([NH2:19])[CH2:17][CH2:16][S:15][CH2:14]2)[CH:8]=[CH:9][C:10]=1[O:11][CH3:12])[CH3:3].[CH3:20][O:21][C:22]([C:24]1[CH:25]=[C:26]([CH:30]=[CH:31][CH:32]=1)[C:27](O)=[O:28])=[O:23].CN(C(ON1N=NC2C=CC=CC1=2)=[N+](C)C)C.F[P-](F)(F)(F)(F)F.CCN(C(C)C)C(C)C.C(=O)([O-])O.[Na+]. (4) Given the product [Cl:3][C:4]1[CH:9]=[CH:8][C:7]([NH:10][C:11]([C:13]2[CH:14]=[C:15]3[C:19](=[CH:20][CH:21]=2)[CH2:18][N:17]([CH2:44][C:45]([O:47][CH2:48][CH3:49])=[O:46])[CH2:16]3)=[O:12])=[C:6]([N:22]2[CH2:23][CH2:24][N:25]([CH2:28][CH2:29][C:30]([F:33])([F:31])[F:32])[CH2:26][CH2:27]2)[CH:5]=1, predict the reactants needed to synthesize it. The reactants are: Cl.Cl.[Cl:3][C:4]1[CH:9]=[CH:8][C:7]([NH:10][C:11]([C:13]2[CH:14]=[C:15]3[C:19](=[CH:20][CH:21]=2)[CH2:18][NH:17][CH2:16]3)=[O:12])=[C:6]([N:22]2[CH2:27][CH2:26][N:25]([CH2:28][CH2:29][C:30]([F:33])([F:32])[F:31])[CH2:24][CH2:23]2)[CH:5]=1.CCN(C(C)C)C(C)C.Br[CH2:44][C:45]([O:47][CH2:48][CH3:49])=[O:46]. (5) Given the product [C:1]([O:5][C:6](=[O:17])[NH:7][C:8]1[CH:13]=[CH:12][C:11]([O:14][CH3:15])=[CH:10][C:9]=1[NH:16][C:23](=[O:22])[CH2:24][C:25](=[O:38])[C:26]1[CH:31]=[CH:30][CH:29]=[C:28]([C:32]2[CH:33]=[CH:34][N:35]=[CH:36][CH:37]=2)[CH:27]=1)([CH3:4])([CH3:2])[CH3:3], predict the reactants needed to synthesize it. The reactants are: [C:1]([O:5][C:6](=[O:17])[NH:7][C:8]1[CH:13]=[CH:12][C:11]([O:14][CH3:15])=[CH:10][C:9]=1[NH2:16])([CH3:4])([CH3:3])[CH3:2].C([O:22][C:23](=O)[CH2:24][C:25](=[O:38])[C:26]1[CH:31]=[CH:30][CH:29]=[C:28]([C:32]2[CH:37]=[CH:36][N:35]=[CH:34][CH:33]=2)[CH:27]=1)(C)(C)C. (6) Given the product [F:13][CH:12]([F:14])[C:11]([NH:22][CH2:23][CH:24]1[O:28][C:27](=[O:29])[N:26]([C:30]2[CH:35]=[CH:34][C:33]([N:36]3[CH:37]=[CH:38][C:39](=[O:42])[CH2:40][CH2:41]3)=[C:32]([F:43])[CH:31]=2)[CH2:25]1)=[S:15], predict the reactants needed to synthesize it. The reactants are: C1(C(C2C=CC=CC=2)CCO[C:11](=[S:15])[CH:12]([F:14])[F:13])C=CC=CC=1.[NH2:22][CH2:23][CH:24]1[O:28][C:27](=[O:29])[N:26]([C:30]2[CH:35]=[CH:34][C:33]([N:36]3[CH:41]=[CH:40][C:39](=[O:42])[CH2:38][CH2:37]3)=[C:32]([F:43])[CH:31]=2)[CH2:25]1.